This data is from Forward reaction prediction with 1.9M reactions from USPTO patents (1976-2016). The task is: Predict the product of the given reaction. (1) Given the reactants [CH2:1]([N:3]1[C:12]2[C:7](=[CH:8][CH:9]=[CH:10][CH:11]=2)[C:6]([OH:13])=[C:5]([C:14]([O:16]CC)=O)[C:4]1=[O:19])[CH3:2].Cl.[CH3:21][O:22][C:23](=[O:26])[CH2:24][NH2:25], predict the reaction product. The product is: [CH2:1]([N:3]1[C:12]2[C:7](=[CH:8][CH:9]=[CH:10][CH:11]=2)[C:6]([OH:13])=[C:5]([C:14]([NH:25][CH2:24][C:23]([O:22][CH3:21])=[O:26])=[O:16])[C:4]1=[O:19])[CH3:2]. (2) The product is: [CH3:31][C:28]([S:32]([C:35]1[CH:40]=[CH:39][CH:38]=[C:37]([C:41]([F:43])([F:44])[F:42])[CH:36]=1)(=[O:34])=[O:33])([CH3:27])[CH2:29][N:30]1[C:5](=[O:7])[C:4]2[C:3](=[N:13][C:12]([C:14]([F:15])([F:16])[F:17])=[CH:11][CH:10]=2)[CH2:2]1. Given the reactants Br[CH2:2][C:3]1[N:13]=[C:12]([C:14]([F:17])([F:16])[F:15])[CH:11]=[CH:10][C:4]=1[C:5]([O:7]CC)=O.CCN(C(C)C)C(C)C.[CH3:27][C:28]([S:32]([C:35]1[CH:40]=[CH:39][CH:38]=[C:37]([C:41]([F:44])([F:43])[F:42])[CH:36]=1)(=[O:34])=[O:33])([CH3:31])[CH2:29][NH2:30], predict the reaction product. (3) Given the reactants [F:1][C:2]1[CH:3]=[C:4]2[C:8](=[CH:9][CH:10]=1)[NH:7][CH:6]=[C:5]2[CH2:11][CH2:12][CH2:13][CH2:14][NH2:15].[CH3:16][O:17][C:18]1[CH:27]=[CH:26][CH:25]=[C:24]2[C:19]=1[CH2:20][C:21](=O)[CH2:22][O:23]2.C(O)(=O)C.C(O[BH-](OC(=O)C)OC(=O)C)(=O)C.[Na+], predict the reaction product. The product is: [F:1][C:2]1[CH:3]=[C:4]2[C:8](=[CH:9][CH:10]=1)[NH:7][CH:6]=[C:5]2[CH2:11][CH2:12][CH2:13][CH2:14][NH:15][CH:21]1[CH2:20][C:19]2[C:24](=[CH:25][CH:26]=[CH:27][C:18]=2[O:17][CH3:16])[O:23][CH2:22]1. (4) Given the reactants [Cl:1][C:2]([Cl:20])=[CH:3][CH2:4][O:5][C:6]1[CH:17]=[C:16]([Cl:18])[C:9]([O:10][CH2:11][CH2:12][CH2:13][CH2:14]O)=[C:8]([Cl:19])[CH:7]=1.C1(P(C2C=CC=CC=2)C2C=CC=CC=2)C=CC=CC=1.C(Br)(Br)(Br)[Br:41], predict the reaction product. The product is: [Cl:1][C:2]([Cl:20])=[CH:3][CH2:4][O:5][C:6]1[CH:17]=[C:16]([Cl:18])[C:9]([O:10][CH2:11][CH2:12][CH2:13][CH2:14][Br:41])=[C:8]([Cl:19])[CH:7]=1. (5) Given the reactants [C:1]([C:3]1[CH:8]=[CH:7][N:6]=[C:5]([N:9]2[CH2:14][CH2:13][N:12]([C:15]([O:17][CH2:18][C:19]([CH3:22])([CH3:21])[CH3:20])=[O:16])[CH2:11][CH2:10]2)[CH:4]=1)#[N:2].C[Si]([N:27]=[N+:28]=[N-:29])(C)C.C([Sn](=O)CCCC)CCC, predict the reaction product. The product is: [NH:27]1[C:1]([C:3]2[CH:8]=[CH:7][N:6]=[C:5]([N:9]3[CH2:10][CH2:11][N:12]([C:15]([O:17][CH2:18][C:19]([CH3:22])([CH3:21])[CH3:20])=[O:16])[CH2:13][CH2:14]3)[CH:4]=2)=[N:2][N:29]=[N:28]1. (6) Given the reactants [F:8][C:7]([F:10])([F:9])[C:6](O[C:6](=[O:11])[C:7]([F:10])([F:9])[F:8])=[O:11].[NH2:14][C:15]1[C:16]([CH3:21])=[CH:17][CH:18]=[CH:19][CH:20]=1.C(N(CC)CC)C, predict the reaction product. The product is: [F:10][C:7]([F:8])([F:9])[C:6]([NH:14][C:15]1[CH:20]=[CH:19][CH:18]=[CH:17][C:16]=1[CH3:21])=[O:11].